Dataset: Forward reaction prediction with 1.9M reactions from USPTO patents (1976-2016). Task: Predict the product of the given reaction. (1) Given the reactants [CH2:1]([O:3][C:4]([C:6]1[N:7]=[C:8]([Br:24])[N:9]([CH:21]([CH3:23])[CH3:22])[C:10]=1[CH:11]([C:13]1[CH:18]=[CH:17][C:16]([Cl:19])=[CH:15][C:14]=1[CH3:20])O)=[O:5])[CH3:2].[Cl:25][C:26]1[CH:27]=[C:28]([CH:30]=[CH:31][CH:32]=1)[NH2:29], predict the reaction product. The product is: [CH2:1]([O:3][C:4]([C:6]1[N:7]=[C:8]([Br:24])[N:9]([CH:21]([CH3:23])[CH3:22])[C:10]=1[CH:11]([C:13]1[CH:18]=[CH:17][C:16]([Cl:19])=[CH:15][C:14]=1[CH3:20])[NH:29][C:28]1[CH:30]=[CH:31][CH:32]=[C:26]([Cl:25])[CH:27]=1)=[O:5])[CH3:2]. (2) Given the reactants [NH2:1][C@@H:2]([CH3:17])[C@@H:3]([C:5]1[CH:6]=[CH:7][C:8]([OH:16])=[C:9]([NH:11][S:12]([CH3:15])(=[O:14])=[O:13])[CH:10]=1)[OH:4].[F:18][C:19]([F:33])([F:32])[C:20]1[CH:21]=[C:22]([CH:25]=[C:26]([C:28]([F:31])([F:30])[F:29])[CH:27]=1)[CH:23]=O, predict the reaction product. The product is: [F:18][C:19]([F:32])([F:33])[C:20]1[CH:21]=[C:22]([CH:25]=[C:26]([C:28]([F:31])([F:29])[F:30])[CH:27]=1)[CH2:23][NH:1][C@@H:2]([CH3:17])[C@@H:3]([C:5]1[CH:6]=[CH:7][C:8]([OH:16])=[C:9]([NH:11][S:12]([CH3:15])(=[O:14])=[O:13])[CH:10]=1)[OH:4].